Dataset: Forward reaction prediction with 1.9M reactions from USPTO patents (1976-2016). Task: Predict the product of the given reaction. (1) Given the reactants [CH3:1][O:2][C:3](=[O:34])[CH2:4][CH2:5][CH2:6][CH2:7][CH2:8][O:9][C:10]1[CH:11]=[CH:12][C:13]2[N:17]=[C:16]([C:18]3[CH:23]=[CH:22][CH:21]=[CH:20][CH:19]=3)[N:15]([C:24]3[CH:29]=[CH:28][CH:27]=[CH:26][CH:25]=3)[C:14]=2[C:30]=1[N+:31]([O-])=O, predict the reaction product. The product is: [CH3:1][O:2][C:3](=[O:34])[CH2:4][CH2:5][CH2:6][CH2:7][CH2:8][O:9][C:10]1[CH:11]=[CH:12][C:13]2[N:17]=[C:16]([C:18]3[CH:19]=[CH:20][CH:21]=[CH:22][CH:23]=3)[N:15]([C:24]3[CH:29]=[CH:28][CH:27]=[CH:26][CH:25]=3)[C:14]=2[C:30]=1[NH2:31]. (2) Given the reactants [Si]([O:8][CH2:9][C@@H:10]([CH3:25])[CH2:11][N:12]1[C:17]2[CH:18]=[C:19]([O:22][CH3:23])[CH:20]=[CH:21][C:16]=2[O:15][CH2:14][C:13]1=[O:24])(C(C)(C)C)(C)C.O.[F-].C([N+](CCCC)(CCCC)CCCC)CCC, predict the reaction product. The product is: [OH:8][CH2:9][C@@H:10]([CH3:25])[CH2:11][N:12]1[C:17]2[CH:18]=[C:19]([O:22][CH3:23])[CH:20]=[CH:21][C:16]=2[O:15][CH2:14][C:13]1=[O:24]. (3) Given the reactants [C:1]([C:3]1[CH:8]=[CH:7][C:6](/[CH:9]=[CH:10]\[C:11]2[N:12]=[C:13]([NH:16][C:17](=[O:19])[CH3:18])[S:14][CH:15]=2)=[CH:5][CH:4]=1)#[N:2].C(C1C=CC(/C=C/C2N=C(NC(=O)C)SC=2)=CC=1)#N.CO.[H][H], predict the reaction product. The product is: [C:1]([C:3]1[CH:8]=[CH:7][C:6]([CH2:9][CH2:10][C:11]2[N:12]=[C:13]([NH:16][C:17](=[O:19])[CH3:18])[S:14][CH:15]=2)=[CH:5][CH:4]=1)#[N:2]. (4) The product is: [NH2:1][C:2]1[N:7]=[C:6]([N:8]2[CH2:13][CH2:12][CH2:11][C@H:10]([C:14]([NH:44][C:43]3[CH:45]=[CH:46][CH:47]=[C:41]([F:40])[CH:42]=3)=[O:16])[CH2:9]2)[CH:5]=[C:4]([C:17]2[CH:22]=[CH:21][C:20]([C:23]#[N:24])=[C:19]([F:25])[CH:18]=2)[N:3]=1. Given the reactants [NH2:1][C:2]1[N:7]=[C:6]([N:8]2[CH2:13][CH2:12][CH2:11][C@H:10]([C:14]([OH:16])=O)[CH2:9]2)[CH:5]=[C:4]([C:17]2[CH:22]=[CH:21][C:20]([C:23]#[N:24])=[C:19]([F:25])[CH:18]=2)[N:3]=1.C(Cl)CCl.C1C=CC2N(O)N=NC=2C=1.[F:40][C:41]1[CH:42]=[C:43]([CH:45]=[CH:46][CH:47]=1)[NH2:44], predict the reaction product.